Dataset: Full USPTO retrosynthesis dataset with 1.9M reactions from patents (1976-2016). Task: Predict the reactants needed to synthesize the given product. Given the product [CH:1]1([CH2:4][O:5][C:6]2[CH:11]=[C:10]([O:12][CH3:13])[C:9]([F:14])=[CH:8][C:7]=2[C:15]2[CH:20]=[CH:19][N:18]=[C:17]3[C:21]([C:33]([NH:36][C@H:37]4[CH2:42][CH2:41][C@H:40]([NH:43][C:44](=[O:50])[O:45][C:46]([CH3:48])([CH3:47])[CH3:49])[CH2:39][CH2:38]4)=[O:35])=[C:22]([CH3:32])[N:23]([CH2:24][O:25][CH2:26][CH2:27][Si:28]([CH3:29])([CH3:30])[CH3:31])[C:16]=23)[CH2:2][CH2:3]1, predict the reactants needed to synthesize it. The reactants are: [CH:1]1([CH2:4][O:5][C:6]2[CH:11]=[C:10]([O:12][CH3:13])[C:9]([F:14])=[CH:8][C:7]=2[C:15]2[CH:20]=[CH:19][N:18]=[C:17]3[C:21]([C:33]([OH:35])=O)=[C:22]([CH3:32])[N:23]([CH2:24][O:25][CH2:26][CH2:27][Si:28]([CH3:31])([CH3:30])[CH3:29])[C:16]=23)[CH2:3][CH2:2]1.[NH2:36][C@H:37]1[CH2:42][CH2:41][C@H:40]([NH:43][C:44](=[O:50])[O:45][C:46]([CH3:49])([CH3:48])[CH3:47])[CH2:39][CH2:38]1.